Dataset: Reaction yield outcomes from USPTO patents with 853,638 reactions. Task: Predict the reaction yield, written as a fraction of the theoretical maximum amount of product (1.0 means a 100% yield; for example, 0.34 means a 34% yield). (1) The reactants are C([O:8][C:9]1[CH:10]=[C:11]2[C:16](=[CH:17][CH:18]=1)[C:15](=[O:19])[N:14]([CH2:20][CH:21]([CH3:23])[CH3:22])[C:13]([CH2:24][NH:25][C:26](=[O:32])[O:27][C:28]([CH3:31])([CH3:30])[CH3:29])=[C:12]2[O:33][CH2:34][CH2:35][CH2:36][C:37]([F:40])([F:39])[F:38])C1C=CC=CC=1. The catalyst is O1CCCC1.C(O)C.[C].[Pd]. The product is [OH:8][C:9]1[CH:10]=[C:11]2[C:16](=[CH:17][CH:18]=1)[C:15](=[O:19])[N:14]([CH2:20][CH:21]([CH3:23])[CH3:22])[C:13]([CH2:24][NH:25][C:26](=[O:32])[O:27][C:28]([CH3:30])([CH3:31])[CH3:29])=[C:12]2[O:33][CH2:34][CH2:35][CH2:36][C:37]([F:40])([F:38])[F:39]. The yield is 0.954. (2) The reactants are C[O:2][C:3]([C:5]1[CH:14]=[CH:13][C:12]2[C:7](=[CH:8][C:9]([C:15]([C:20]3[CH:25]=[CH:24][C:23]([O:26][CH2:27][C:28](=[O:33])[C:29]([CH3:32])([CH3:31])[CH3:30])=[C:22]([CH3:34])[CH:21]=3)([CH2:18][CH3:19])[CH2:16][CH3:17])=[CH:10][CH:11]=2)[CH:6]=1)=[O:4].[OH-].[Na+]. The catalyst is C1COCC1.CO. The product is [CH3:32][C:29]([CH3:30])([CH3:31])[C:28](=[O:33])[CH2:27][O:26][C:23]1[CH:24]=[CH:25][C:20]([C:15]([C:9]2[CH:8]=[C:7]3[C:12]([CH:13]=[CH:14][C:5]([C:3]([OH:4])=[O:2])=[CH:6]3)=[CH:11][CH:10]=2)([CH2:18][CH3:19])[CH2:16][CH3:17])=[CH:21][C:22]=1[CH3:34]. The yield is 0.900. (3) The reactants are [N:1]1[C:2]([C:10]([O-:12])=O)=[CH:3][N:4]2[CH:9]=[CH:8][CH:7]=[CH:6][C:5]=12.[Na+].[C:14]([C:18]1[CH:28]=[CH:27][CH:26]=[CH:25][C:19]=1[O:20][CH:21]1[CH2:24][NH:23][CH2:22]1)([CH3:17])([CH3:16])[CH3:15].CCN(C(C)C)C(C)C.CN(C(ON1N=NC2C=CC=CC1=2)=[N+](C)C)C.F[P-](F)(F)(F)(F)F. The catalyst is CN(C=O)C.C(OCC)(=O)C. The product is [C:14]([C:18]1[CH:28]=[CH:27][CH:26]=[CH:25][C:19]=1[O:20][CH:21]1[CH2:22][N:23]([C:10]([C:2]2[N:1]=[C:5]3[CH:6]=[CH:7][CH:8]=[CH:9][N:4]3[CH:3]=2)=[O:12])[CH2:24]1)([CH3:17])([CH3:15])[CH3:16]. The yield is 0.510. (4) The yield is 0.850. The catalyst is C(OCC)C. The product is [CH2:7]([P:9]([CH2:16][CH:17]([CH3:18])[CH2:19][NH2:20])(=[O:15])[O:10][CH2:11][CH2:12][CH2:13][CH3:14])[CH3:8]. The reactants are [H-].[Al+3].[Li+].[H-].[H-].[H-].[CH2:7]([P:9]([CH2:16][CH:17]([C:19]#[N:20])[CH3:18])(=[O:15])[O:10][CH2:11][CH2:12][CH2:13][CH3:14])[CH3:8].O. (5) The reactants are [C:1]1([OH:7])[CH:6]=[CH:5][CH:4]=[CH:3][CH:2]=1.C(OC[CH2:12][CH2:13][NH2:14])=C.C=O. No catalyst specified. The product is [O:7]1[C:1]2[CH:6]=[CH:5][CH:4]=[CH:3][C:2]=2[CH:12]=[CH:13][NH:14]1. The yield is 0.760. (6) The reactants are FC(F)(F)C1C=CC(CN)=CC=1.[Cl:13][C:14]1[CH:19]=[CH:18][C:17]([CH2:20][CH2:21][NH2:22])=[CH:16][CH:15]=1.[C:23]([NH:31][C:32]1[CH:33]=[C:34]([CH:38]=[CH:39][N:40]=1)[C:35](O)=[O:36])(=[O:30])[C:24]1[CH:29]=[CH:28][CH:27]=[CH:26][CH:25]=1. No catalyst specified. The product is [C:23]([NH:31][C:32]1[CH:33]=[C:34]([CH:38]=[CH:39][N:40]=1)[C:35]([NH:22][CH2:21][CH2:20][C:17]1[CH:18]=[CH:19][C:14]([Cl:13])=[CH:15][CH:16]=1)=[O:36])(=[O:30])[C:24]1[CH:25]=[CH:26][CH:27]=[CH:28][CH:29]=1. The yield is 0.520. (7) The reactants are [NH:1]1[CH2:6][CH2:5][CH:4]([C:7]([OH:9])=[O:8])[CH2:3][CH2:2]1.C([O-])([O-])=O.[K+].[K+].Cl[C:17]([O:19][CH2:20][C:21]1[CH:26]=[CH:25][CH:24]=[CH:23][CH:22]=1)=[O:18]. The catalyst is O.O1CCOCC1. The product is [CH2:20]([O:19][C:17]([N:1]1[CH2:6][CH2:5][CH:4]([C:7]([OH:9])=[O:8])[CH2:3][CH2:2]1)=[O:18])[C:21]1[CH:26]=[CH:25][CH:24]=[CH:23][CH:22]=1. The yield is 0.910.